Dataset: Full USPTO retrosynthesis dataset with 1.9M reactions from patents (1976-2016). Task: Predict the reactants needed to synthesize the given product. (1) Given the product [CH3:26][N:2]([CH3:1])[C:3](=[O:25])[S:4][C:5]1[C:10]([Cl:11])=[C:9]([CH2:12][C:13]2[CH:14]=[CH:15][C:16]([O:19][CH3:20])=[CH:17][CH:18]=2)[CH:8]=[C:7]([Br:21])[C:6]=1[CH2:22][CH2:23][OH:24], predict the reactants needed to synthesize it. The reactants are: [CH3:1][N:2]([CH3:26])[C:3](=[O:25])[S:4][C:5]1[C:10]([Cl:11])=[C:9]([CH2:12][C:13]2[CH:18]=[CH:17][C:16]([O:19][CH3:20])=[CH:15][CH:14]=2)[CH:8]=[C:7]([Br:21])[C:6]=1[CH2:22][CH:23]=[O:24].[BH4-].[Na+]. (2) Given the product [CH2:20]([CH:21]=[CH:22][CH2:5][CH2:4][CH2:3][NH:6][C:7](=[O:16])[O:8][CH2:9][C:10]1[CH:11]=[CH:12][CH:13]=[CH:14][CH:15]=1)[CH:19]=[CH2:18], predict the reactants needed to synthesize it. The reactants are: [H-].[Na+].[CH2:3]([NH:6][C:7](=[O:16])[O:8][CH2:9][C:10]1[CH:15]=[CH:14][CH:13]=[CH:12][CH:11]=1)[CH:4]=[CH2:5].Br[CH2:18][CH2:19][CH2:20][CH:21]=[CH2:22].C(Cl)Cl. (3) The reactants are: [Cl:1][C:2]1[CH:3]=[N:4][C:5]2[N:6]([N:8]=[C:9]([C:11]([OH:13])=O)[CH:10]=2)[CH:7]=1.[CH3:14][CH:15]1[CH2:20][C:19]([C:21]2[CH:26]=[CH:25][CH:24]=[CH:23][C:22]=2[C:27]([F:30])([F:29])[F:28])=[CH:18][CH2:17][NH:16]1. Given the product [Cl:1][C:2]1[CH:3]=[N:4][C:5]2[N:6]([N:8]=[C:9]([C:11]([N:16]3[CH2:17][CH:18]=[C:19]([C:21]4[CH:26]=[CH:25][CH:24]=[CH:23][C:22]=4[C:27]([F:28])([F:29])[F:30])[CH2:20][CH:15]3[CH3:14])=[O:13])[CH:10]=2)[CH:7]=1, predict the reactants needed to synthesize it. (4) The reactants are: [C:1]([C:5]1[CH:15]=[CH:14][C:8](/[CH:9]=[CH:10]/[C:11]([OH:13])=[O:12])=[CH:7][CH:6]=1)([CH3:4])([CH3:3])[CH3:2].C(Cl)(=O)C(Cl)=O.[CH3:22][O:23][C:24]1[CH:25]=[C:26](O)[CH:27]=[CH:28][CH:29]=1.C([O-])([O-])=O.[K+].[K+].Cl. Given the product [C:1]([C:5]1[CH:6]=[CH:7][C:8](/[CH:9]=[CH:10]/[C:11]([O:13][C:28]2[CH:27]=[CH:26][CH:25]=[C:24]([O:23][CH3:22])[CH:29]=2)=[O:12])=[CH:14][CH:15]=1)([CH3:4])([CH3:2])[CH3:3], predict the reactants needed to synthesize it. (5) Given the product [NH2:35][C@H:32]1[CH2:33][CH2:34][C@H:29]([NH:36][C:2]2[C:3]([C:27]#[N:28])=[C:4]([NH:11][C:12]3[CH:13]=[CH:14][CH:15]=[CH:16][CH:17]=3)[C:5]3[N:6]([CH:8]=[CH:9][N:10]=3)[N:7]=2)[CH2:30][CH2:31]1, predict the reactants needed to synthesize it. The reactants are: Cl[C:2]1[C:3]([C:27]#[N:28])=[C:4]([N:11](CC2C=CC(OC)=CC=2)[C:12]2[CH:17]=[CH:16][CH:15]=[CH:14][CH:13]=2)[C:5]2[N:6]([CH:8]=[CH:9][N:10]=2)[N:7]=1.[C@H:29]1([NH2:36])[CH2:34][CH2:33][C@H:32]([NH2:35])[CH2:31][CH2:30]1.C(=O)([O-])[O-].[Cs+].[Cs+].C(O)(C(F)(F)F)=O. (6) Given the product [NH2:1][C:4]1[CH:13]=[CH:12][CH:11]=[C:10]2[C:5]=1[CH2:6][CH:7]([OH:14])[CH2:8][O:9]2, predict the reactants needed to synthesize it. The reactants are: [N+:1]([C:4]1[CH:13]=[CH:12][CH:11]=[C:10]2[C:5]=1[CH2:6][CH:7]([OH:14])[CH2:8][O:9]2)([O-])=O. (7) Given the product [CH2:1]([O:3][C:4](=[O:27])[C:5]([N:7]1[CH2:16][CH2:15][C:14]2[C:9](=[CH:10][CH:11]=[C:12]([O:17][CH2:18][C:19]3[CH:20]=[CH:21][C:22]([F:25])=[CH:23][CH:24]=3)[CH:13]=2)[C:8]1=[O:26])([CH3:28])[CH3:6])[CH3:2], predict the reactants needed to synthesize it. The reactants are: [CH2:1]([O:3][C:4](=[O:27])[CH:5]([N:7]1[CH2:16][CH2:15][C:14]2[C:9](=[CH:10][CH:11]=[C:12]([O:17][CH2:18][C:19]3[CH:24]=[CH:23][C:22]([F:25])=[CH:21][CH:20]=3)[CH:13]=2)[C:8]1=[O:26])[CH3:6])[CH3:2].[CH3:28][Si]([N-][Si](C)(C)C)(C)C.[K+].CI.[Cl-].[NH4+]. (8) Given the product [NH:27]1[C:28]2[C:24](=[CH:23][CH:22]=[C:21]([CH:12]([C:13]3[CH:18]=[CH:17][CH:16]=[C:15]([O:19][CH3:20])[CH:14]=3)[CH2:11][C:10]([NH:2][CH3:1])=[O:30])[CH:29]=2)[CH:25]=[CH:26]1, predict the reactants needed to synthesize it. The reactants are: [CH3:1][NH2:2].Cl.C[Al](C)C.CO[C:10](=[O:30])[CH2:11][CH:12]([C:21]1[CH:29]=[C:28]2[C:24]([CH:25]=[CH:26][NH:27]2)=[CH:23][CH:22]=1)[C:13]1[CH:18]=[CH:17][CH:16]=[C:15]([O:19][CH3:20])[CH:14]=1. (9) Given the product [CH2:13]([C:4]1[NH:3][CH:1]=[N:19][C:5]=1[C:7]1[CH:8]=[N:9][CH:10]=[CH:11][CH:12]=1)[CH3:14], predict the reactants needed to synthesize it. The reactants are: [CH:1]([NH:3][CH:4]([CH2:13][CH3:14])[C:5]([C:7]1[CH:8]=[N:9][CH:10]=[CH:11][CH:12]=1)=O)=O.C([O-])(=O)C.[NH4+:19].N.